This data is from Catalyst prediction with 721,799 reactions and 888 catalyst types from USPTO. The task is: Predict which catalyst facilitates the given reaction. (1) Reactant: [C:1]12([CH:7]3[CH2:8][CH2:9][CH:4]1[CH:5]1[C:13](=[O:14])[O:12][C:10](=[O:11])[CH:6]13)[CH2:3][CH2:2]2.[Br:15][C:16]1[CH:22]=[CH:21][C:19]([NH2:20])=[CH:18][CH:17]=1. Product: [Br:15][C:16]1[CH:22]=[CH:21][C:19]([NH:20][C:10]([C@@H:6]2[C@H:7]3[C:1]4([CH2:3][CH2:2]4)[C@H:4]([CH2:9][CH2:8]3)[C@@H:5]2[C:13]([OH:12])=[O:14])=[O:11])=[CH:18][CH:17]=1. The catalyst class is: 22. (2) Reactant: [F:1][CH:2]([F:23])[CH2:3][N:4]1[C:9]2[N:10]=[CH:11][S:12][C:8]=2[C:7]([OH:13])=[C:6]([C:14]2[CH:19]=[CH:18][CH:17]=[CH:16][C:15]=2[I:20])[S:5]1(=[O:22])=[O:21].N1C=CC=C[CH:25]=1.Cl[C:31]([O:33]C)=[S:32]. Product: [C:31](=[O:32])([S:33][CH3:25])[O:13][C:7]1[C:8]2[S:12][CH:11]=[N:10][C:9]=2[N:4]([CH2:3][CH:2]([F:1])[F:23])[S:5](=[O:21])(=[O:22])[C:6]=1[C:14]1[CH:19]=[CH:18][CH:17]=[CH:16][C:15]=1[I:20]. The catalyst class is: 4. (3) Reactant: [Cl:1][C:2]1[CH:7]=[CH:6][CH:5]=[CH:4][C:3]=1[C:8]1[CH:13]=[CH:12][N:11]=[CH:10][C:9]=1[NH:14][CH2:15][CH:16]1[CH2:18][CH2:17]1.[F:19][C:20]([F:35])([F:34])[C:21]1[CH:22]=[C:23]([CH:27]=[C:28]([C:30]([F:33])([F:32])[F:31])[CH:29]=1)[C:24](Cl)=[O:25]. Product: [Cl:1][C:2]1[CH:7]=[CH:6][CH:5]=[CH:4][C:3]=1[C:8]1[CH:13]=[CH:12][N:11]=[CH:10][C:9]=1[N:14]([CH2:15][CH:16]1[CH2:17][CH2:18]1)[C:24](=[O:25])[C:23]1[CH:27]=[C:28]([C:30]([F:31])([F:32])[F:33])[CH:29]=[C:21]([C:20]([F:19])([F:34])[F:35])[CH:22]=1. The catalyst class is: 243. (4) Reactant: [CH2:1]([OH:10])[CH2:2][CH2:3][CH2:4][CH2:5][CH2:6][CH2:7][CH2:8][OH:9].[C:11](OCC)(=[O:21])[CH2:12][CH2:13][CH2:14][CH2:15][CH2:16][CH2:17][CH2:18][CH2:19][CH3:20].C(O)(O)CCCCCCC. Product: [C:11]([O:9][CH2:8][CH2:7][CH2:6][CH2:5][CH2:4][CH2:3][CH2:2][CH2:1][OH:10])(=[O:21])[CH2:12][CH2:13][CH2:14][CH2:15][CH2:16][CH2:17][CH2:18][CH2:19][CH3:20]. The catalyst class is: 194. (5) Reactant: [F:1][C:2]([F:18])([F:17])[C:3]1[CH:8]=[CH:7][C:6]([C:9]2[N:10]=[C:11]([C:14]([OH:16])=O)[S:12][CH:13]=2)=[CH:5][CH:4]=1.C(N(C(C)C)CC)(C)C.CN(C)CCCN=C=NCC.O.ON1C2C=CC=CC=2N=N1.[CH2:50]1[C:59]2[C:54](=[CH:55][C:56]([O:60][C:61]([CH3:67])([CH3:66])[C:62]([O:64][CH3:65])=[O:63])=[CH:57][CH:58]=2)[CH2:53][CH2:52][NH:51]1. Product: [F:17][C:2]([F:1])([F:18])[C:3]1[CH:4]=[CH:5][C:6]([C:9]2[N:10]=[C:11]([C:14](=[O:16])[N:51]3[CH2:52][CH2:53][C:54]4[C:59](=[CH:58][CH:57]=[C:56]([O:60][C:61]([CH3:67])([CH3:66])[C:62]([O:64][CH3:65])=[O:63])[CH:55]=4)[CH2:50]3)[S:12][CH:13]=2)=[CH:7][CH:8]=1. The catalyst class is: 1. (6) Reactant: [CH2:1]([O:8][C:9]([NH:11][C:12]([CH3:19])([CH3:18])[C:13](OCC)=[O:14])=[O:10])[C:2]1[CH:7]=[CH:6][CH:5]=[CH:4][CH:3]=1.[H-].C([Al+]CC(C)C)C(C)C.[Cr](O[Cr]([O-])(=O)=O)([O-])(=O)=O.[NH+]1C=CC=CC=1.[NH+]1C=CC=CC=1. Product: [CH3:19][C:12]([NH:11][C:9](=[O:10])[O:8][CH2:1][C:2]1[CH:3]=[CH:4][CH:5]=[CH:6][CH:7]=1)([CH3:18])[CH:13]=[O:14]. The catalyst class is: 11. (7) Reactant: [CH3:1][O:2][C:3]1[CH:4]=[C:5]2[C:10](=[CH:11][CH:12]=1)[N:9]=[CH:8][CH:7]=[CH:6]2. Product: [CH3:1][O:2][C:3]1[CH:4]=[C:5]2[C:10](=[CH:11][CH:12]=1)[NH:9][CH2:8][CH2:7][CH2:6]2. The catalyst class is: 29. (8) Reactant: Cl.[NH2:2][CH2:3][CH2:4][C:5]1[CH:12]=[CH:11][C:9]([OH:10])=[C:7]([OH:8])[CH:6]=1.CCN([CH:19]([CH3:21])[CH3:20])C(C)C.[C:22]([O-:25])(O)=O.[Na+].S([O-])([O-])=O.[Na+].[Na+]. Product: [C:22]([NH:2][CH2:3][CH2:4][C:5]1[CH:12]=[CH:11][C:9]([OH:10])=[C:7]([OH:8])[CH:6]=1)(=[O:25])[CH2:3][CH2:4][CH2:5][CH2:6][CH2:21][CH2:19][CH3:20]. The catalyst class is: 39. (9) Reactant: [CH3:1][O:2][N:3]=[C:4]([CH2:16][O:17][C:18]1[CH:23]=[CH:22][CH:21]=[C:20]([C:24]([F:27])([F:26])[F:25])[CH:19]=1)[CH2:5][N:6]1[C:14]2[C:9](=[CH:10][C:11]([NH2:15])=[CH:12][CH:13]=2)[CH2:8][CH2:7]1. Product: [CH2:5]([N:6]([CH3:14])[CH:7]=[N:15][C:11]1[CH:10]=[C:9]2[C:14](=[CH:13][CH:12]=1)[N:6]([CH2:5][C:4](=[N:3][O:2][CH3:1])[CH2:16][O:17][C:18]1[CH:23]=[CH:22][CH:21]=[C:20]([C:24]([F:25])([F:27])[F:26])[CH:19]=1)[CH2:7][CH2:8]2)[CH3:4]. The catalyst class is: 2. (10) Reactant: Br[C:2]1[CH:3]=[N:4][C:5]([NH:8][CH2:9][C@@H:10]2[CH2:14][CH2:13][CH2:12][N:11]2[C:15]([C:17]2[N:18]=[C:19]([CH3:29])[S:20][C:21]=2[C:22]2[CH:27]=[CH:26][C:25]([F:28])=[CH:24][CH:23]=2)=[O:16])=[N:6][CH:7]=1.[Cl-].[Li+].[CH3:32][Sn](C)(C)C. Product: [F:28][C:25]1[CH:26]=[CH:27][C:22]([C:21]2[S:20][C:19]([CH3:29])=[N:18][C:17]=2[C:15]([N:11]2[CH2:12][CH2:13][CH2:14][C@H:10]2[CH2:9][NH:8][C:5]2[N:4]=[CH:3][C:2]([CH3:32])=[CH:7][N:6]=2)=[O:16])=[CH:23][CH:24]=1. The catalyst class is: 9.